Dataset: Catalyst prediction with 721,799 reactions and 888 catalyst types from USPTO. Task: Predict which catalyst facilitates the given reaction. Reactant: S([O:5][CH2:6][CH2:7][N:8]1[C:12]([NH2:13])=[C:11]([NH2:14])[CH:10]=[N:9]1)(O)(=O)=O.[C:15]([O:19][C:20]([NH:22][CH2:23][CH2:24][C@H:25]([OH:29])[C:26](O)=[O:27])=[O:21])([CH3:18])([CH3:17])[CH3:16].C(N(CC)CC)C.Cl.CN(C)CCCN=C=NCC. Product: [NH2:13][C:12]1[N:8]([CH2:7][CH2:6][OH:5])[N:9]=[CH:10][C:11]=1[NH:14][C:26](=[O:27])[C@@H:25]([OH:29])[CH2:24][CH2:23][NH:22][C:20](=[O:21])[O:19][C:15]([CH3:16])([CH3:17])[CH3:18]. The catalyst class is: 6.